Dataset: Catalyst prediction with 721,799 reactions and 888 catalyst types from USPTO. Task: Predict which catalyst facilitates the given reaction. (1) Product: [C:1]([O:5][C:6]([N:8]1[CH2:13][CH2:12][CH:11]([O:14][C:18]2[C:19]([C:20]([O:22][CH3:23])=[O:21])=[CH:24][C:25]([N+:26]([O-:28])=[O:27])=[C:16]([CH3:15])[CH:17]=2)[CH2:10][CH2:9]1)=[O:7])([CH3:4])([CH3:2])[CH3:3]. Reactant: [C:1]([O:5][C:6]([N:8]1[CH2:13][CH2:12][CH:11]([OH:14])[CH2:10][CH2:9]1)=[O:7])([CH3:4])([CH3:3])[CH3:2].[CH3:15][C:16]1[CH:17]=[C:18](O)[C:19](=[CH:24][C:25]=1[N+:26]([O-:28])=[O:27])[C:20]([O:22][CH3:23])=[O:21].C1(P(C2C=CC=CC=2)C2C=CC=CC=2)C=CC=CC=1.N(C(OCC)=O)=NC(OCC)=O. The catalyst class is: 4. (2) Reactant: [NH2:1][C:2]1[N:10]=[C:9]([CH2:11][CH2:12][CH:13]([OH:15])[CH3:14])[N:8]=[C:7]2[C:3]=1[N:4]=[C:5](Br)[N:6]2[CH3:16].[NH:18]1[CH:22]=[CH:21][N:20]=[N:19]1. Product: [NH2:1][C:2]1[N:10]=[C:9]([CH2:11][CH2:12][CH:13]([OH:15])[CH3:14])[N:8]=[C:7]2[C:3]=1[N:4]=[C:5]([N:19]1[N:20]=[CH:21][CH:22]=[N:18]1)[N:6]2[CH3:16]. The catalyst class is: 3.